From a dataset of TCR-epitope binding with 47,182 pairs between 192 epitopes and 23,139 TCRs. Binary Classification. Given a T-cell receptor sequence (or CDR3 region) and an epitope sequence, predict whether binding occurs between them. The epitope is YLDAYNMMI. The TCR CDR3 sequence is CASSPPGQPTEAFF. Result: 0 (the TCR does not bind to the epitope).